From a dataset of Catalyst prediction with 721,799 reactions and 888 catalyst types from USPTO. Predict which catalyst facilitates the given reaction. Reactant: Cl.[NH:2]1[CH2:7][CH2:6][CH:5]([N:8]2[C:12]3=[C:13]4[S:19][CH:18]=[CH:17][C:14]4=[N:15][CH:16]=[C:11]3[N:10]=[C:9]2[C@H:20]([OH:22])[CH3:21])[CH2:4][CH2:3]1.[C:23](#[N:26])[CH:24]=[CH2:25].N12CCCN=C1CCCCC2. Product: [OH:22][C@@H:20]([C:9]1[N:8]([CH:5]2[CH2:6][CH2:7][N:2]([CH2:25][CH2:24][C:23]#[N:26])[CH2:3][CH2:4]2)[C:12]2=[C:13]3[S:19][CH:18]=[CH:17][C:14]3=[N:15][CH:16]=[C:11]2[N:10]=1)[CH3:21]. The catalyst class is: 10.